Dataset: Full USPTO retrosynthesis dataset with 1.9M reactions from patents (1976-2016). Task: Predict the reactants needed to synthesize the given product. (1) Given the product [CH3:1][O:2][C:3](=[O:29])[C:4]1[CH:9]=[C:8]([O:10][CH3:11])[C:7]([NH:12][C:13]([NH:30][C:31]2[CH:36]=[N:35][C:34]([CH3:37])=[CH:33][N:32]=2)=[O:15])=[CH:6][C:5]=1[C:25]([F:26])([F:27])[F:28], predict the reactants needed to synthesize it. The reactants are: [CH3:1][O:2][C:3](=[O:29])[C:4]1[CH:9]=[C:8]([O:10][CH3:11])[C:7]([NH:12][C:13]([O:15]C2C=CC([N+]([O-])=O)=CC=2)=O)=[CH:6][C:5]=1[C:25]([F:28])([F:27])[F:26].[NH2:30][C:31]1[CH:36]=[N:35][C:34]([CH3:37])=[CH:33][N:32]=1. (2) Given the product [CH3:1][C:2]1[N:3]=[C:4]([C:12]2[CH:17]=[CH:16][CH:15]=[C:14]([C:18]([F:21])([F:19])[F:20])[CH:13]=2)[N:5]2[C:10]=1[CH:9]=[N:8][C:7]([NH:11][C:23]1[CH:24]=[C:25]([CH2:29][CH2:30][OH:31])[CH:26]=[CH:27][CH:28]=1)=[N:6]2, predict the reactants needed to synthesize it. The reactants are: [CH3:1][C:2]1[N:3]=[C:4]([C:12]2[CH:17]=[CH:16][CH:15]=[C:14]([C:18]([F:21])([F:20])[F:19])[CH:13]=2)[N:5]2[C:10]=1[CH:9]=[N:8][C:7]([NH2:11])=[N:6]2.Br[C:23]1[CH:24]=[C:25]([CH2:29][CH2:30][OH:31])[CH:26]=[CH:27][CH:28]=1.C(P(C(C)(C)C)C1C=CC=CC=1C1C=CC=CC=1)(C)(C)C.CC([O-])(C)C.[Na+]. (3) Given the product [F:1][C:2]1[CH:7]=[CH:6][CH:5]=[C:4]([C:8]([F:11])([F:10])[F:9])[C:3]=1[C:12]1[CH:17]=[CH:16][C:15]([NH2:18])=[C:14]([NH2:19])[CH:13]=1, predict the reactants needed to synthesize it. The reactants are: [F:1][C:2]1[CH:7]=[CH:6][CH:5]=[C:4]([C:8]([F:11])([F:10])[F:9])[C:3]=1[C:12]1[CH:17]=[CH:16][C:15]([NH2:18])=[C:14]([N+:19]([O-])=O)[CH:13]=1.CCO.[Cl-].[NH4+]. (4) The reactants are: [C:1]1([CH3:15])[CH:6]=[C:5]([CH3:7])[CH:4]=[C:3]([CH3:8])[C:2]=1[O:9][C@@H:10]([CH3:14])[C:11]([OH:13])=O.C([N:19](C(C)C)CC)(C)C.N[N:26]([CH:34]=[NH:35])[C:27](=[O:33])[O:28][C:29]([CH3:32])([CH3:31])[CH3:30].O.ON1C2C=CC=CC=2N=N1.F[P-](F)(F)(F)(F)F.N1(OC(N(C)C)=[N+](C)C)C2C=CC=CC=2N=N1. Given the product [NH:19]=[C:34]([NH:26][C:27](=[O:33])[O:28][C:29]([CH3:32])([CH3:31])[CH3:30])[NH:35][C:11](=[O:13])[C@@H:10]([O:9][C:2]1[C:1]([CH3:15])=[CH:6][C:5]([CH3:7])=[CH:4][C:3]=1[CH3:8])[CH3:14], predict the reactants needed to synthesize it. (5) Given the product [CH2:6]([S:8]([C:11]1[CH:12]=[C:13]([C:17]2[CH:25]=[C:24]([CH2:26][N:36]([CH3:37])[CH3:33])[CH:23]=[C:22]3[C:18]=2[C:19]2[CH:31]=[C:30]([CH3:32])[CH:29]=[N:28][C:20]=2[NH:21]3)[CH:14]=[CH:15][CH:16]=1)(=[O:10])=[O:9])[CH3:7], predict the reactants needed to synthesize it. The reactants are: CS(Cl)(=O)=O.[CH2:6]([S:8]([C:11]1[CH:12]=[C:13]([C:17]2[CH:25]=[C:24]([CH2:26]O)[CH:23]=[C:22]3[C:18]=2[C:19]2[CH:31]=[C:30]([CH3:32])[CH:29]=[N:28][C:20]=2[NH:21]3)[CH:14]=[CH:15][CH:16]=1)(=[O:10])=[O:9])[CH3:7].[CH:33]([N:36](C(C)C)[CH2:37]C)(C)C.CNC. (6) Given the product [CH3:1][O:2][C:3]1[CH:4]=[C:5]2[C:10](=[CH:11][C:12]=1[O:13][CH3:14])[N:9]=[CH:8][CH:7]=[C:6]2[O:15][C:16]1[C:22]([CH3:23])=[CH:21][C:19]([NH:20][C:40](=[O:42])[O:58][CH:56]([C:55]2[CH:59]=[CH:60][CH:61]=[C:53]([N:52]([CH3:51])[CH3:62])[CH:54]=2)[CH3:57])=[C:18]([CH3:24])[CH:17]=1, predict the reactants needed to synthesize it. The reactants are: [CH3:1][O:2][C:3]1[CH:4]=[C:5]2[C:10](=[CH:11][C:12]=1[O:13][CH3:14])[N:9]=[CH:8][CH:7]=[C:6]2[O:15][C:16]1[C:22]([CH3:23])=[CH:21][C:19]([NH2:20])=[C:18]([CH3:24])[CH:17]=1.C1(C)C=CC=CC=1.C(N(CC)CC)C.Cl[C:40](Cl)([O:42]C(=O)OC(Cl)(Cl)Cl)Cl.[CH3:51][N:52]([CH3:62])[C:53]1[CH:54]=[C:55]([CH:59]=[CH:60][CH:61]=1)[CH:56]([OH:58])[CH3:57].